This data is from NCI-60 drug combinations with 297,098 pairs across 59 cell lines. The task is: Regression. Given two drug SMILES strings and cell line genomic features, predict the synergy score measuring deviation from expected non-interaction effect. (1) Drug 1: CCC1(CC2CC(C3=C(CCN(C2)C1)C4=CC=CC=C4N3)(C5=C(C=C6C(=C5)C78CCN9C7C(C=CC9)(C(C(C8N6C)(C(=O)OC)O)OC(=O)C)CC)OC)C(=O)OC)O.OS(=O)(=O)O. Drug 2: CC=C1C(=O)NC(C(=O)OC2CC(=O)NC(C(=O)NC(CSSCCC=C2)C(=O)N1)C(C)C)C(C)C. Cell line: CAKI-1. Synergy scores: CSS=30.0, Synergy_ZIP=2.38, Synergy_Bliss=1.98, Synergy_Loewe=-41.1, Synergy_HSA=-2.39. (2) Drug 1: CC12CCC3C(C1CCC2NC(=O)OCC(F)(F)F)CCC4C3(C=CC(=O)N4C)C. Drug 2: B(C(CC(C)C)NC(=O)C(CC1=CC=CC=C1)NC(=O)C2=NC=CN=C2)(O)O. Cell line: NCIH23. Synergy scores: CSS=35.6, Synergy_ZIP=-1.24, Synergy_Bliss=-4.13, Synergy_Loewe=-6.38, Synergy_HSA=-2.97.